Dataset: Catalyst prediction with 721,799 reactions and 888 catalyst types from USPTO. Task: Predict which catalyst facilitates the given reaction. (1) Reactant: [C:9](O[C:9]([O:11][C:12]([CH3:15])([CH3:14])[CH3:13])=[O:10])([O:11][C:12]([CH3:15])([CH3:14])[CH3:13])=[O:10].[C:16]1([CH3:28])[CH:21]=[CH:20][C:19]([C:22]2[NH:26][N:25]=[C:24]([NH2:27])[CH:23]=2)=[CH:18][CH:17]=1. Product: [NH2:27][C:24]1[CH:23]=[C:22]([C:19]2[CH:20]=[CH:21][C:16]([CH3:28])=[CH:17][CH:18]=2)[N:26]([C:9]([O:11][C:12]([CH3:13])([CH3:14])[CH3:15])=[O:10])[N:25]=1. The catalyst class is: 2. (2) Reactant: [CH3:1][N:2]1[C:6](SC)=[N:5][N:4]=[C:3]1[C:9]1[CH:14]=[CH:13][N:12]=[CH:11][CH:10]=1.[O-][Mn](=O)(=O)=O.[K+].[S:21]([O-:24])(O)=[O:22].[Na+].[C:26](O)(=O)C. Product: [CH3:26][S:21]([C:6]1[N:2]([CH3:1])[C:3]([C:9]2[CH:14]=[CH:13][N:12]=[CH:11][CH:10]=2)=[N:4][N:5]=1)(=[O:24])=[O:22]. The catalyst class is: 6. (3) Reactant: C[O:2][C:3](=[O:13])[C:4]1[CH:9]=[CH:8][CH:7]=[C:6]([N:10]=[C:11]=[O:12])[CH:5]=1.[Cl:14][C:15]1[CH:21]=[C:20]([Cl:22])[CH:19]=[CH:18][C:16]=1[NH2:17]. Product: [Cl:14][C:15]1[CH:21]=[C:20]([Cl:22])[CH:19]=[CH:18][C:16]=1[NH:17][C:11](=[O:12])[NH:10][C:6]1[CH:5]=[C:4]([CH:9]=[CH:8][CH:7]=1)[C:3]([OH:2])=[O:13]. The catalyst class is: 13.